This data is from NCI-60 drug combinations with 297,098 pairs across 59 cell lines. The task is: Regression. Given two drug SMILES strings and cell line genomic features, predict the synergy score measuring deviation from expected non-interaction effect. (1) Drug 1: C1=CC(=CC=C1C#N)C(C2=CC=C(C=C2)C#N)N3C=NC=N3. Drug 2: CCCCC(=O)OCC(=O)C1(CC(C2=C(C1)C(=C3C(=C2O)C(=O)C4=C(C3=O)C=CC=C4OC)O)OC5CC(C(C(O5)C)O)NC(=O)C(F)(F)F)O. Cell line: CAKI-1. Synergy scores: CSS=50.0, Synergy_ZIP=1.70, Synergy_Bliss=-0.187, Synergy_Loewe=-7.67, Synergy_HSA=-7.40. (2) Drug 1: C1=C(C(=O)NC(=O)N1)N(CCCl)CCCl. Drug 2: CC1C(C(=O)NC(C(=O)N2CCCC2C(=O)N(CC(=O)N(C(C(=O)O1)C(C)C)C)C)C(C)C)NC(=O)C3=C4C(=C(C=C3)C)OC5=C(C(=O)C(=C(C5=N4)C(=O)NC6C(OC(=O)C(N(C(=O)CN(C(=O)C7CCCN7C(=O)C(NC6=O)C(C)C)C)C)C(C)C)C)N)C. Cell line: MALME-3M. Synergy scores: CSS=13.0, Synergy_ZIP=-0.307, Synergy_Bliss=6.56, Synergy_Loewe=5.80, Synergy_HSA=6.06. (3) Drug 1: C1CC(C1)(C(=O)O)C(=O)O.[NH2-].[NH2-].[Pt+2]. Drug 2: CC1C(C(CC(O1)OC2CC(CC3=C2C(=C4C(=C3O)C(=O)C5=CC=CC=C5C4=O)O)(C(=O)C)O)N)O. Cell line: RXF 393. Synergy scores: CSS=51.9, Synergy_ZIP=-2.37, Synergy_Bliss=-0.879, Synergy_Loewe=-10.6, Synergy_HSA=1.79. (4) Drug 1: CNC(=O)C1=CC=CC=C1SC2=CC3=C(C=C2)C(=NN3)C=CC4=CC=CC=N4. Drug 2: CN(C)N=NC1=C(NC=N1)C(=O)N. Cell line: HT29. Synergy scores: CSS=3.78, Synergy_ZIP=-0.196, Synergy_Bliss=4.28, Synergy_Loewe=0.702, Synergy_HSA=2.10. (5) Drug 1: CCC1(C2=C(COC1=O)C(=O)N3CC4=CC5=C(C=CC(=C5CN(C)C)O)N=C4C3=C2)O.Cl. Drug 2: CC1C(C(CC(O1)OC2CC(CC3=C2C(=C4C(=C3O)C(=O)C5=C(C4=O)C(=CC=C5)OC)O)(C(=O)CO)O)N)O.Cl. Cell line: SNB-75. Synergy scores: CSS=57.7, Synergy_ZIP=-5.49, Synergy_Bliss=-2.36, Synergy_Loewe=-0.704, Synergy_HSA=1.16. (6) Drug 1: C1CN1P(=S)(N2CC2)N3CC3. Drug 2: CCC1(CC2CC(C3=C(CCN(C2)C1)C4=CC=CC=C4N3)(C5=C(C=C6C(=C5)C78CCN9C7C(C=CC9)(C(C(C8N6C)(C(=O)OC)O)OC(=O)C)CC)OC)C(=O)OC)O.OS(=O)(=O)O. Cell line: NCI-H226. Synergy scores: CSS=-7.57, Synergy_ZIP=4.64, Synergy_Bliss=-1.07, Synergy_Loewe=-10.9, Synergy_HSA=-10.7. (7) Drug 1: C1=CC=C(C(=C1)C(C2=CC=C(C=C2)Cl)C(Cl)Cl)Cl. Drug 2: C1C(C(OC1N2C=NC(=NC2=O)N)CO)O. Cell line: MOLT-4. Synergy scores: CSS=40.2, Synergy_ZIP=1.24, Synergy_Bliss=3.51, Synergy_Loewe=-32.6, Synergy_HSA=5.69.